The task is: Predict the reaction yield, written as a fraction of the theoretical maximum amount of product (1.0 means a 100% yield; for example, 0.34 means a 34% yield).. This data is from Reaction yield outcomes from USPTO patents with 853,638 reactions. (1) The reactants are [Mg].II.Br[CH2:5][CH2:6]Br.Br[C:9]1[CH:10]=[C:11]([CH3:15])[CH:12]=[CH:13][CH:14]=1.[P:16]([O-:23])(OCC)OCC.Cl. The catalyst is C1COCC1.C1(C)C=CC=CC=1.O. The product is [C:5]1([CH3:6])[CH:11]=[CH:10][CH:9]=[C:14]([PH:16](=[O:23])[C:9]2[CH:10]=[C:11]([CH3:15])[CH:12]=[CH:13][CH:14]=2)[CH:13]=1. The yield is 0.933. (2) The reactants are [CH2:1]([O:3][C:4](=[O:13])[CH:5]=[N:6][NH:7][CH2:8][CH2:9][CH2:10][CH2:11][CH3:12])[CH3:2].ClN1C(=O)CCC1=O.[CH2:22]=[CH:23][C:24]1[CH:29]=[CH:28][CH:27]=[CH:26][CH:25]=1.C(=O)(O)[O-].[K+]. The catalyst is C(OC(=O)C)C.O. The product is [CH2:8]([N:7]1[CH:23]([C:24]2[CH:29]=[CH:28][CH:27]=[CH:26][CH:25]=2)[CH2:22][C:5]([C:4]([O:3][CH2:1][CH3:2])=[O:13])=[N:6]1)[CH2:9][CH2:10][CH2:11][CH3:12]. The yield is 0.220. (3) The reactants are O1CCCC1.[OH-].[Na+].[NH2:8][C:9]1[C:14]([C:15]2[O:19][N:18]=[C:17]([CH2:20][C:21]3[CH:26]=[CH:25][C:24]([OH:27])=[CH:23][CH:22]=3)[CH:16]=2)=[CH:13][CH:12]=[CH:11][N:10]=1.[Cl:28][C:29]1[CH:34]=[CH:33][N:32]=[C:31]([CH2:35]Cl)[CH:30]=1. The catalyst is CN(C)C=O. The product is [Cl:28][C:29]1[CH:34]=[CH:33][N:32]=[C:31]([CH2:35][O:27][C:24]2[CH:25]=[CH:26][C:21]([CH2:20][C:17]3[CH:16]=[C:15]([C:14]4[C:9]([NH2:8])=[N:10][CH:11]=[CH:12][CH:13]=4)[O:19][N:18]=3)=[CH:22][CH:23]=2)[CH:30]=1. The yield is 0.830. (4) The reactants are [F:1][C:2]1[CH:10]=[CH:9][CH:8]=[C:7]2[C:3]=1[CH2:4][N:5]([C:11]([O:13][C@H:14]1[CH2:51][N:17]3[C:18](=[O:50])[C@@H:19]([NH:42][C:43]([O:45][C:46]([CH3:49])([CH3:48])[CH3:47])=[O:44])[CH2:20][O:21][CH2:22][CH2:23][CH2:24][CH:25]=[CH:26][C@@H:27]4[CH2:32][C@@:28]4([C:33](=[O:41])[NH:34][S:35]([CH:38]4[CH2:40][CH2:39]4)(=[O:37])=[O:36])[NH:29][C:30](=[O:31])[C@@H:16]3[CH2:15]1)=[O:12])[CH2:6]2.[H][H].O.S([O-])(O)(=O)=O.[K+]. The catalyst is C(OCC)(=O)C. The product is [F:1][C:2]1[CH:10]=[CH:9][CH:8]=[C:7]2[C:3]=1[CH2:4][N:5]([C:11]([O:13][C@H:14]1[CH2:51][N:17]3[C:18](=[O:50])[C@@H:19]([NH:42][C:43]([O:45][C:46]([CH3:47])([CH3:49])[CH3:48])=[O:44])[CH2:20][O:21][CH2:22][CH2:23][CH2:24][CH2:25][CH2:26][C@@H:27]4[CH2:32][C@@:28]4([C:33](=[O:41])[NH:34][S:35]([CH:38]4[CH2:40][CH2:39]4)(=[O:36])=[O:37])[NH:29][C:30](=[O:31])[C@@H:16]3[CH2:15]1)=[O:12])[CH2:6]2. The yield is 0.530.